This data is from Full USPTO retrosynthesis dataset with 1.9M reactions from patents (1976-2016). The task is: Predict the reactants needed to synthesize the given product. (1) Given the product [Br:9][C:10]1[CH:11]=[CH:12][C:13]([NH:16][CH:17]2[CH2:4][O:24][C:19]3[CH:20]=[CH:21][CH:22]=[CH:23][C:18]2=3)=[CH:14][CH:15]=1, predict the reactants needed to synthesize it. The reactants are: [H-].[Na+].[I-].[CH3:4][S+](C)(C)=O.[Br:9][C:10]1[CH:15]=[CH:14][C:13]([N:16]=[CH:17][C:18]2[CH:23]=[CH:22][CH:21]=[CH:20][C:19]=2[OH:24])=[CH:12][CH:11]=1. (2) Given the product [CH3:1][O:2][C:3]1[CH:8]=[CH:7][N:6]=[C:5]([NH:9][S:19]([C:16]2[CH:15]=[CH:14][C:13]([N+:10]([O-:12])=[O:11])=[CH:18][CH:17]=2)(=[O:20])=[O:21])[CH:4]=1, predict the reactants needed to synthesize it. The reactants are: [CH3:1][O:2][C:3]1[CH:8]=[CH:7][N:6]=[C:5]([NH2:9])[CH:4]=1.[N+:10]([C:13]1[CH:18]=[CH:17][C:16]([S:19](Cl)(=[O:21])=[O:20])=[CH:15][CH:14]=1)([O-:12])=[O:11]. (3) Given the product [CH2:38]([C:17]1([S:19]([C:22]2[CH:27]=[CH:26][CH:25]=[CH:24][CH:23]=2)(=[O:21])=[O:20])[C:16]2[CH:28]=[C:29]([C:32]([O:34][CH3:35])=[O:33])[CH:30]=[CH:31][C:15]=2[O:14][CH2:13][C:12](=[CH2:11])[CH2:18]1)[CH:37]=[CH2:36], predict the reactants needed to synthesize it. The reactants are: C[Si]([N-][Si](C)(C)C)(C)C.[Li+].[CH2:11]=[C:12]1[CH2:18][CH:17]([S:19]([C:22]2[CH:27]=[CH:26][CH:25]=[CH:24][CH:23]=2)(=[O:21])=[O:20])[C:16]2[CH:28]=[C:29]([C:32]([O:34][CH3:35])=[O:33])[CH:30]=[CH:31][C:15]=2[O:14][CH2:13]1.[CH2:36](Br)[CH:37]=[CH2:38].Cl. (4) Given the product [F:30][C:29]([F:31])([F:32])[C:9]1[CH:10]=[C:11]([N:14]2[CH2:4][CH2:3][CH2:2][N:17]([C:18]3[CH:27]=[CH:26][C:21]([C:22]([NH:24][CH3:25])=[O:23])=[C:20]([F:28])[CH:19]=3)[C:15]2=[O:16])[CH:12]=[CH:13][C:8]=1[C:6]#[N:7], predict the reactants needed to synthesize it. The reactants are: Br[CH2:2][CH2:3][CH2:4]Br.[C:6]([C:8]1[CH:13]=[CH:12][C:11]([NH:14][C:15]([NH:17][C:18]2[CH:27]=[CH:26][C:21]([C:22]([NH:24][CH3:25])=[O:23])=[C:20]([F:28])[CH:19]=2)=[O:16])=[CH:10][C:9]=1[C:29]([F:32])([F:31])[F:30])#[N:7].C([O-])([O-])=O.[K+].[K+]. (5) Given the product [F:9][C:2]([F:1])([F:8])[C:3]([NH:10][CH2:11][CH2:12][CH2:13][NH:14][CH2:15][CH2:16][CH2:17][NH:18][C:3](=[O:5])[C:2]([F:9])([F:8])[F:1])=[O:5], predict the reactants needed to synthesize it. The reactants are: [F:1][C:2]([F:9])([F:8])[C:3]([O:5]CC)=O.[NH2:10][CH2:11][CH2:12][CH2:13][NH:14][CH2:15][CH2:16][CH2:17][NH2:18]. (6) Given the product [Br:19][C:9]1[CH:8]=[CH:7][C:5]([NH2:6])=[C:4]([F:10])[C:3]=1[CH:2]([F:1])[F:11], predict the reactants needed to synthesize it. The reactants are: [F:1][CH:2]([F:11])[C:3]1[C:4]([F:10])=[C:5]([CH:7]=[CH:8][CH:9]=1)[NH2:6].C1C(=O)N([Br:19])C(=O)C1.